This data is from Forward reaction prediction with 1.9M reactions from USPTO patents (1976-2016). The task is: Predict the product of the given reaction. Given the reactants C1CN([P+](Br)(N2CCCC2)N2CCCC2)CC1.F[P-](F)(F)(F)(F)F.[Cl:25][C:26]1[CH:34]=[CH:33][C:32]([CH2:35][CH2:36][CH2:37][N:38](C(OC(C)(C)C)=O)[CH2:39][CH2:40][NH:41][CH2:42]C(OC(C)(C)C)=O)=[CH:31][C:27]=1[C:28]([OH:30])=O.[C:57]12([CH2:67][NH2:68])[CH2:66][CH:61]3[CH2:62][CH:63]([CH2:65][CH:59]([CH2:60]3)[CH2:58]1)[CH2:64]2.C(N(CC)CC)C, predict the reaction product. The product is: [ClH:25].[ClH:25].[ClH:25].[Cl:25][C:26]1[CH:34]=[CH:33][C:32]([CH2:35][CH2:36][CH2:37][NH:38][CH2:39][CH2:40][NH:41][CH3:42])=[CH:31][C:27]=1[C:28]([NH:68][CH2:67][C:57]12[CH2:66][CH:61]3[CH2:60][CH:59]([CH2:65][CH:63]([CH2:62]3)[CH2:64]1)[CH2:58]2)=[O:30].